Regression. Given two drug SMILES strings and cell line genomic features, predict the synergy score measuring deviation from expected non-interaction effect. From a dataset of NCI-60 drug combinations with 297,098 pairs across 59 cell lines. Drug 1: C1=NC(=NC(=O)N1C2C(C(C(O2)CO)O)O)N. Drug 2: C(CCl)NC(=O)N(CCCl)N=O. Cell line: SK-OV-3. Synergy scores: CSS=11.7, Synergy_ZIP=-1.84, Synergy_Bliss=3.58, Synergy_Loewe=-3.20, Synergy_HSA=-0.754.